Dataset: NCI-60 drug combinations with 297,098 pairs across 59 cell lines. Task: Regression. Given two drug SMILES strings and cell line genomic features, predict the synergy score measuring deviation from expected non-interaction effect. (1) Drug 2: CS(=O)(=O)CCNCC1=CC=C(O1)C2=CC3=C(C=C2)N=CN=C3NC4=CC(=C(C=C4)OCC5=CC(=CC=C5)F)Cl. Drug 1: CCC(=C(C1=CC=CC=C1)C2=CC=C(C=C2)OCCN(C)C)C3=CC=CC=C3.C(C(=O)O)C(CC(=O)O)(C(=O)O)O. Cell line: OVCAR3. Synergy scores: CSS=16.5, Synergy_ZIP=-2.44, Synergy_Bliss=-0.982, Synergy_Loewe=-11.4, Synergy_HSA=0.0489. (2) Cell line: NCI-H460. Drug 2: C#CCC(CC1=CN=C2C(=N1)C(=NC(=N2)N)N)C3=CC=C(C=C3)C(=O)NC(CCC(=O)O)C(=O)O. Synergy scores: CSS=-1.66, Synergy_ZIP=3.37, Synergy_Bliss=5.99, Synergy_Loewe=-1.48, Synergy_HSA=0.568. Drug 1: C1CCN(CC1)CCOC2=CC=C(C=C2)C(=O)C3=C(SC4=C3C=CC(=C4)O)C5=CC=C(C=C5)O. (3) Drug 1: C1=CC(=CC=C1CC(C(=O)O)N)N(CCCl)CCCl.Cl. Drug 2: CC1C(C(CC(O1)OC2CC(CC3=C2C(=C4C(=C3O)C(=O)C5=CC=CC=C5C4=O)O)(C(=O)C)O)N)O. Cell line: TK-10. Synergy scores: CSS=47.0, Synergy_ZIP=0.0821, Synergy_Bliss=1.03, Synergy_Loewe=-21.1, Synergy_HSA=-0.0959. (4) Drug 1: CC1C(C(=O)NC(C(=O)N2CCCC2C(=O)N(CC(=O)N(C(C(=O)O1)C(C)C)C)C)C(C)C)NC(=O)C3=C4C(=C(C=C3)C)OC5=C(C(=O)C(=C(C5=N4)C(=O)NC6C(OC(=O)C(N(C(=O)CN(C(=O)C7CCCN7C(=O)C(NC6=O)C(C)C)C)C)C(C)C)C)N)C. Drug 2: CC1=C(C=C(C=C1)C(=O)NC2=CC(=CC(=C2)C(F)(F)F)N3C=C(N=C3)C)NC4=NC=CC(=N4)C5=CN=CC=C5. Cell line: HCC-2998. Synergy scores: CSS=18.1, Synergy_ZIP=11.0, Synergy_Bliss=14.2, Synergy_Loewe=10.8, Synergy_HSA=10.9. (5) Synergy scores: CSS=15.6, Synergy_ZIP=-1.13, Synergy_Bliss=-2.65, Synergy_Loewe=-45.3, Synergy_HSA=-2.01. Cell line: LOX IMVI. Drug 2: CC=C1C(=O)NC(C(=O)OC2CC(=O)NC(C(=O)NC(CSSCCC=C2)C(=O)N1)C(C)C)C(C)C. Drug 1: CC(C)(C#N)C1=CC(=CC(=C1)CN2C=NC=N2)C(C)(C)C#N. (6) Drug 1: C1CCC(CC1)NC(=O)N(CCCl)N=O. Drug 2: CCC1(CC2CC(C3=C(CCN(C2)C1)C4=CC=CC=C4N3)(C5=C(C=C6C(=C5)C78CCN9C7C(C=CC9)(C(C(C8N6C=O)(C(=O)OC)O)OC(=O)C)CC)OC)C(=O)OC)O.OS(=O)(=O)O. Cell line: BT-549. Synergy scores: CSS=56.3, Synergy_ZIP=5.19, Synergy_Bliss=6.40, Synergy_Loewe=-4.10, Synergy_HSA=7.34. (7) Drug 1: COC1=NC(=NC2=C1N=CN2C3C(C(C(O3)CO)O)O)N. Drug 2: C1=NC(=NC(=O)N1C2C(C(C(O2)CO)O)O)N. Cell line: HS 578T. Synergy scores: CSS=5.28, Synergy_ZIP=-0.450, Synergy_Bliss=6.52, Synergy_Loewe=-12.1, Synergy_HSA=-0.396.